This data is from Peptide-MHC class I binding affinity with 185,985 pairs from IEDB/IMGT. The task is: Regression. Given a peptide amino acid sequence and an MHC pseudo amino acid sequence, predict their binding affinity value. This is MHC class I binding data. (1) The peptide sequence is AIVCRFDTR. The MHC is HLA-A68:01 with pseudo-sequence HLA-A68:01. The binding affinity (normalized) is 0.415. (2) The peptide sequence is EFFGWAEGY. The MHC is HLA-A26:03 with pseudo-sequence HLA-A26:03. The binding affinity (normalized) is 0.583. (3) The MHC is HLA-A02:03 with pseudo-sequence HLA-A02:03. The peptide sequence is ELTCLNEASV. The binding affinity (normalized) is 0.246. (4) The peptide sequence is NSDPEFNVL. The MHC is HLA-A02:01 with pseudo-sequence HLA-A02:01. The binding affinity (normalized) is 0.0847. (5) The peptide sequence is PLRPMTYR. The MHC is HLA-A02:06 with pseudo-sequence HLA-A02:06. The binding affinity (normalized) is 0. (6) The peptide sequence is AVMLVHTYY. The MHC is HLA-A26:02 with pseudo-sequence HLA-A26:02. The binding affinity (normalized) is 0.342. (7) The peptide sequence is ITLWQRPIV. The MHC is HLA-B58:01 with pseudo-sequence HLA-B58:01. The binding affinity (normalized) is 0.205.